The task is: Binary Classification. Given a miRNA mature sequence and a target amino acid sequence, predict their likelihood of interaction.. This data is from Experimentally validated miRNA-target interactions with 360,000+ pairs, plus equal number of negative samples. The miRNA is hsa-miR-8052 with sequence CGGGACUGUAGAGGGCAUGAGC. The protein sequence of the target gene is MNRGHRHGASSGCLGTMEVKSKFGAEFRRFSLERSKPGKFEEFYGLLQHVHKIPNVDVLVGYADIHGDLLPINNDDNYHKAVSTANPLLRIFIQKKEEADYSAFGTDTLIRKKNMLSNVLRPDNHRKKPHIVISMPQDFRPVSSIIDVDILPETHRRVRLYKYGTEKPLGFYIRDGSSVRVTPHGLEKVPGIFISRLVPGGLAQSTGLLAVNDEVLEVNGIEVSGKSLDQVTDMMIANSRNLIITVRPANQRNNVVRNSRTSGSSSQSTDNSLLGFPQQVEASFEPEDQDSDEDDIIIED.... Result: 0 (no interaction).